Dataset: Full USPTO retrosynthesis dataset with 1.9M reactions from patents (1976-2016). Task: Predict the reactants needed to synthesize the given product. (1) The reactants are: Br[CH2:2][C:3]1[NH:8][C:7]([C:9]2[N:10]=[CH:11][S:12][C:13]=2[Cl:14])=[N:6][CH:5]([C:15]2[CH:20]=[CH:19][C:18]([Cl:21])=[CH:17][C:16]=2[Cl:22])[C:4]=1[C:23]([O:25][CH2:26][CH3:27])=[O:24].[NH:28]1[CH2:33][CH2:32][O:31][CH2:30][CH:29]1[C:34]([OH:36])=[O:35]. Given the product [Cl:14][C:13]1[S:12][CH:11]=[N:10][C:9]=1[C:7]1[NH:8][C:3]([CH2:2][N:28]2[CH2:33][CH2:32][O:31][CH2:30][CH:29]2[C:34]([OH:36])=[O:35])=[C:4]([C:23]([O:25][CH2:26][CH3:27])=[O:24])[CH:5]([C:15]2[CH:20]=[CH:19][C:18]([Cl:21])=[CH:17][C:16]=2[Cl:22])[N:6]=1, predict the reactants needed to synthesize it. (2) Given the product [CH2:14]([NH:16][C:8]([C:4]1[S:3][C:2]([CH3:1])=[N:6][C:5]=1[CH3:7])=[O:10])[CH3:15], predict the reactants needed to synthesize it. The reactants are: [CH3:1][C:2]1[S:3][C:4]([C:8]([O:10]CC)=O)=[C:5]([CH3:7])[N:6]=1.Cl.[CH2:14]([NH2:16])[CH3:15].C(N(CC)CC)C.